Dataset: Forward reaction prediction with 1.9M reactions from USPTO patents (1976-2016). Task: Predict the product of the given reaction. (1) Given the reactants [Cl:1][C:2]1[CH:11]=[C:10]2[C:5]([CH:6]=[CH:7][N:8]=[CH:9]2)=[CH:4][C:3]=1[S:12][C@@H:13]1[CH2:18][CH2:17][C@H:16]([N:19]2C(=O)C3C(=CC=CC=3)C2=O)[CH2:15][CH2:14]1.O.NN, predict the reaction product. The product is: [Cl:1][C:2]1[CH:11]=[C:10]2[C:5]([CH:6]=[CH:7][N:8]=[CH:9]2)=[CH:4][C:3]=1[S:12][C@@H:13]1[CH2:18][CH2:17][C@H:16]([NH2:19])[CH2:15][CH2:14]1. (2) Given the reactants C(N(CC)CC)C.FC(F)[O:10]C1C=CC(C(O)=O)=CC=1C#CC1C=CC=CN=1.[Cl-:29].[Na+].Cl.CN(C)CCCN=C=NCC.O[N:44]1[C:48]2[N:49]=CC=C[C:47]=2N=[N:45]1.[N:53]1([C:59]2[CH:64]=NC=C[N:60]=2)[CH2:58]CN[CH2:55][CH2:54]1.Cl.[CH3:66][OH:67], predict the reaction product. The product is: [CH:47]1[C:48]([NH:44][NH2:45])=[N:49][N:60]=[C:59]([N:53]([CH2:54][CH2:55][OH:10])[CH2:58][CH2:66][OH:67])[CH:64]=1.[ClH:29].[ClH:29]. (3) Given the reactants [Fe:1](Cl)(Cl)Cl.N.[OH-].[Fe+3].[OH-].[OH-].[C:10]([CH2:13][C:14](=[O:16])[CH3:15])(=[O:12])[CH3:11], predict the reaction product. The product is: [CH3:15]/[C:14](/[O-:16])=[CH:13]/[C:10]([CH3:11])=[O:12].[CH3:15]/[C:14](/[O-:16])=[CH:13]/[C:10]([CH3:11])=[O:12].[CH3:15]/[C:14](/[O-:16])=[CH:13]/[C:10]([CH3:11])=[O:12].[Fe+3:1]. (4) Given the reactants Cl[C:2](=[N:9][OH:10])[C:3]1[CH:8]=[CH:7][CH:6]=[CH:5][CH:4]=1.[CH2:11]([C:16]1[N:17]([CH2:44][CH2:45][CH3:46])[N:18]=[C:19]2[C:28]=1[C:27]1[CH:26]=[CH:25][CH:24]=[CH:23][C:22]=1[N:21]=[C:20]2[N:29]([C:37]([O:39][C:40]([CH3:43])([CH3:42])[CH3:41])=[O:38])[C:30]([O:32][C:33]([CH3:36])([CH3:35])[CH3:34])=[O:31])[CH2:12][CH2:13][C:14]#[CH:15].C(N(CC)CC)C, predict the reaction product. The product is: [C:3]1([C:2]2[CH:15]=[C:14]([CH2:13][CH2:12][CH2:11][C:16]3[N:17]([CH2:44][CH2:45][CH3:46])[N:18]=[C:19]4[C:28]=3[C:27]3[CH:26]=[CH:25][CH:24]=[CH:23][C:22]=3[N:21]=[C:20]4[N:29]([C:30]([O:32][C:33]([CH3:36])([CH3:35])[CH3:34])=[O:31])[C:37]([O:39][C:40]([CH3:42])([CH3:43])[CH3:41])=[O:38])[O:10][N:9]=2)[CH:8]=[CH:7][CH:6]=[CH:5][CH:4]=1. (5) Given the reactants [C:1]([O:5][C:6]([NH:8][CH2:9][CH2:10][CH2:11][O:12][C:13]1[CH:21]=[C:20]([S:22][CH2:23][CH3:24])[CH:19]=[CH:18][C:14]=1[C:15]([OH:17])=O)=[O:7])([CH3:4])([CH3:3])[CH3:2].[NH2:25][C:26]1[C:27]([C:33]([NH:35][C:36]2[CH:41]=[CH:40][C:39]([Cl:42])=[CH:38][N:37]=2)=[O:34])=[N:28][C:29]([CH3:32])=[CH:30][CH:31]=1, predict the reaction product. The product is: [C:1]([O:5][C:6]([NH:8][CH2:9][CH2:10][CH2:11][O:12][C:13]1[CH:21]=[C:20]([S:22][CH2:23][CH3:24])[CH:19]=[CH:18][C:14]=1[C:15]([NH:25][C:26]1[C:27]([C:33]([NH:35][C:36]2[CH:41]=[CH:40][C:39]([Cl:42])=[CH:38][N:37]=2)=[O:34])=[N:28][C:29]([CH3:32])=[CH:30][CH:31]=1)=[O:17])=[O:7])([CH3:2])([CH3:3])[CH3:4].